Dataset: NCI-60 drug combinations with 297,098 pairs across 59 cell lines. Task: Regression. Given two drug SMILES strings and cell line genomic features, predict the synergy score measuring deviation from expected non-interaction effect. (1) Drug 1: C1=CC(=CC=C1CC(C(=O)O)N)N(CCCl)CCCl.Cl. Drug 2: CC12CCC3C(C1CCC2OP(=O)(O)O)CCC4=C3C=CC(=C4)OC(=O)N(CCCl)CCCl.[Na+]. Cell line: NCI-H460. Synergy scores: CSS=12.3, Synergy_ZIP=-3.95, Synergy_Bliss=-4.22, Synergy_Loewe=-22.8, Synergy_HSA=-4.76. (2) Drug 1: C1CNP(=O)(OC1)N(CCCl)CCCl. Drug 2: C1CCC(C(C1)N)N.C(=O)(C(=O)[O-])[O-].[Pt+4]. Cell line: NCI-H460. Synergy scores: CSS=10.2, Synergy_ZIP=-11.3, Synergy_Bliss=-17.5, Synergy_Loewe=-27.8, Synergy_HSA=-20.0. (3) Drug 1: C1=CC(=CC=C1CCC2=CNC3=C2C(=O)NC(=N3)N)C(=O)NC(CCC(=O)O)C(=O)O. Drug 2: CS(=O)(=O)OCCCCOS(=O)(=O)C. Cell line: 786-0. Synergy scores: CSS=22.4, Synergy_ZIP=-12.2, Synergy_Bliss=-6.06, Synergy_Loewe=-6.92, Synergy_HSA=-0.944. (4) Drug 1: C1=CC(=C2C(=C1NCCNCCO)C(=O)C3=C(C=CC(=C3C2=O)O)O)NCCNCCO. Drug 2: CN(C)N=NC1=C(NC=N1)C(=O)N. Cell line: RXF 393. Synergy scores: CSS=27.8, Synergy_ZIP=-0.528, Synergy_Bliss=1.02, Synergy_Loewe=-19.3, Synergy_HSA=1.63.